From a dataset of Full USPTO retrosynthesis dataset with 1.9M reactions from patents (1976-2016). Predict the reactants needed to synthesize the given product. (1) The reactants are: [O:1]=[S:2]1(=[O:54])[CH2:7][CH2:6][CH:5]([CH2:8][O:9][C:10]2[CH:15]=[C:14]([CH3:16])[C:13]([C:17]3[CH:22]=[CH:21][CH:20]=[C:19]([CH2:23][N:24](S(C4C=CC=CC=4[N+]([O-])=O)(=O)=O)[C:25]4[CH:30]=[CH:29][C:28]([CH2:31][CH2:32][C:33]([O:35][C:36]([CH3:39])([CH3:38])[CH3:37])=[O:34])=[C:27]([F:40])[CH:26]=4)[CH:18]=3)=[C:12]([CH3:53])[CH:11]=2)[CH2:4][CH2:3]1.SCC(O)=O.O.[OH-].[Li+]. Given the product [O:54]=[S:2]1(=[O:1])[CH2:7][CH2:6][CH:5]([CH2:8][O:9][C:10]2[CH:11]=[C:12]([CH3:53])[C:13]([C:17]3[CH:22]=[CH:21][CH:20]=[C:19]([CH2:23][NH:24][C:25]4[CH:30]=[CH:29][C:28]([CH2:31][CH2:32][C:33]([O:35][C:36]([CH3:37])([CH3:38])[CH3:39])=[O:34])=[C:27]([F:40])[CH:26]=4)[CH:18]=3)=[C:14]([CH3:16])[CH:15]=2)[CH2:4][CH2:3]1, predict the reactants needed to synthesize it. (2) Given the product [CH3:8][C:7]1[CH:6]=[CH:5][C:4]([N+:9]([O-:11])=[O:10])=[CH:3][C:2]=1[C:33]1[CH:32]=[CH:31][O:38][CH:37]=1, predict the reactants needed to synthesize it. The reactants are: Br[C:2]1[CH:3]=[C:4]([N+:9]([O-:11])=[O:10])[CH:5]=[CH:6][C:7]=1[CH3:8].ClC1C=CC(NC2N(C)C3C=CC(O[C:31]4C=CN=[C:33]([C:37](NC)=[O:38])[CH:32]=4)=CC=3N=2)=CC=1[N+]([O-])=O.C(N(C(C)C)CC)(C)C. (3) Given the product [F:34][C:2]1([F:1])[O:6][C:5]2[CH:7]=[CH:8][C:9]([C:11]3([C:14]([NH:16][C:17]4[CH:18]=[C:19]([CH3:33])[C:20]([CH3:32])=[C:21]([C:23]5[CH:28]=[CH:27][C:26](=[O:29])[NH:25][C:24]=5[CH3:31])[N:22]=4)=[O:15])[CH2:13][CH2:12]3)=[CH:10][C:4]=2[O:3]1, predict the reactants needed to synthesize it. The reactants are: [F:1][C:2]1([F:34])[O:6][C:5]2[CH:7]=[CH:8][C:9]([C:11]3([C:14]([NH:16][C:17]4[N:22]=[C:21]([C:23]5[C:24]([CH3:31])=[N:25][C:26]([O:29]C)=[CH:27][CH:28]=5)[C:20]([CH3:32])=[C:19]([CH3:33])[CH:18]=4)=[O:15])[CH2:13][CH2:12]3)=[CH:10][C:4]=2[O:3]1.[Si](I)(C)(C)C.CO.C(OCC)(=O)C. (4) Given the product [OH:29][CH:17]1[CH:18]2[C:19]([C:21](=[O:22])[O:23][CH2:1]2)=[CH:24][CH:25]2[CH:11]1[CH2:12][CH2:13][CH2:14][CH2:15]2, predict the reactants needed to synthesize it. The reactants are: [CH3:1][Si]([N-][Si](C)(C)C)(C)C.[Li+].[CH3:11][CH2:12][CH2:13][CH2:14][CH2:15]C.[C:17]([OH:29])(=O)[CH2:18][C:19]([CH2:24][C:25](O)=O)([C:21]([OH:23])=[O:22])O. (5) Given the product [CH3:23][C:10]1([CH3:24])[C:11]2[C:16](=[CH:15][C:14]([C:17]3[O:21][C:20]([CH3:22])=[N:19][CH:18]=3)=[CH:13][CH:12]=2)[NH:8][C:9]1=[O:25], predict the reactants needed to synthesize it. The reactants are: COC1C=CC(C[N:8]2[C:16]3[C:11](=[CH:12][CH:13]=[C:14]([C:17]4[O:21][C:20]([CH3:22])=[N:19][CH:18]=4)[CH:15]=3)[C:10]([CH3:24])([CH3:23])[C:9]2=[O:25])=CC=1.FC(F)(F)C(O)=O. (6) The reactants are: C[Al](C)C.[N:5]([Si](C)(C)C)=[N+:6]=[N-:7].[I:12][C:13]1[CH:14]=[CH:15][C:16]2[N:17]([CH:19]=[C:20]([C:22]3[CH:29]=[CH:28][C:25]([C:26]#[N:27])=[CH:24][CH:23]=3)[N:21]=2)[CH:18]=1.Cl. Given the product [I:12][C:13]1[CH:14]=[CH:15][C:16]2[N:17]([CH:19]=[C:20]([C:22]3[CH:29]=[CH:28][C:25]([C:26]4[NH:27][N:7]=[N:6][N:5]=4)=[CH:24][CH:23]=3)[N:21]=2)[CH:18]=1, predict the reactants needed to synthesize it. (7) Given the product [ClH:1].[NH2:19][C@@H:18]1[C:17](=[O:27])[N:16]2[CH2:28][C@H:29]([O:31][C:32]3[C:41]4[C:36](=[CH:37][CH:38]=[C:39]([F:42])[CH:40]=4)[C:35]([O:43][CH3:44])=[CH:34][N:33]=3)[CH2:30][C@H:15]2[C:14](=[O:45])[NH:13][C@:12]2([C:47]([NH:48][S:49]([C:52]3([CH3:55])[CH2:53][CH2:54]3)(=[O:50])=[O:51])=[O:56])[CH2:46][C@H:11]2[CH:10]=[CH:9][CH2:8][CH2:7][C@@H:6]([CH3:57])[CH2:5][C@H:4]1[CH2:2][CH3:3], predict the reactants needed to synthesize it. The reactants are: [ClH:1].[CH2:2]([C@H:4]1[C@H:18]([NH:19]C(=O)OC(C)(C)C)[C:17](=[O:27])[N:16]2[CH2:28][C@H:29]([O:31][C:32]3[C:41]4[C:36](=[CH:37][CH:38]=[C:39]([F:42])[CH:40]=4)[C:35]([O:43][CH3:44])=[CH:34][N:33]=3)[CH2:30][C@H:15]2[C:14](=[O:45])[NH:13][C@:12]2([C:47](=[O:56])[NH:48][S:49]([C:52]3([CH3:55])[CH2:54][CH2:53]3)(=[O:51])=[O:50])[CH2:46][C@H:11]2[CH:10]=[CH:9][CH2:8][CH2:7][C@@H:6]([CH3:57])[CH2:5]1)[CH3:3]. (8) Given the product [CH3:1][S:2]([O:5][C:6]1[CH:11]=[C:10]([C:12]2[C:20]3[C:19]([NH:21][C@H:22]([C:24]4[N:29]([C:30]5[CH:35]=[CH:34][CH:33]=[CH:32][CH:31]=5)[C:28](=[O:36])[C:27]5=[CH:37][CH:38]=[CH:39][N:26]5[N:25]=4)[CH3:23])=[N:18][CH:17]=[N:16][C:15]=3[NH:14][CH:13]=2)[CH:9]=[C:8]([NH:48][S:49]([CH3:52])(=[O:50])=[O:51])[CH:7]=1)(=[O:4])=[O:3], predict the reactants needed to synthesize it. The reactants are: [CH3:1][S:2]([O:5][C:6]1[CH:11]=[C:10]([C:12]2[C:20]3[C:19]([NH:21][C@H:22]([C:24]4[N:29]([C:30]5[CH:35]=[CH:34][CH:33]=[CH:32][CH:31]=5)[C:28](=[O:36])[C:27]5=[CH:37][CH:38]=[CH:39][N:26]5[N:25]=4)[CH3:23])=[N:18][CH:17]=[N:16][C:15]=3[N:14](COCC[Si](C)(C)C)[CH:13]=2)[CH:9]=[C:8]([NH:48][S:49]([CH3:52])(=[O:51])=[O:50])[CH:7]=1)(=[O:4])=[O:3].FC(F)(F)C(O)=O.N. (9) Given the product [NH2:1][C:2]1[C:11]2[CH:10]=[CH:9][CH:8]=[C:7]([C:30]3[CH:31]=[C:26]([O:25][CH3:24])[CH:27]=[CH:28][C:29]=3[O:32][CH3:33])[C:6]=2[N:5]=[C:4]2[CH2:13][N:14]([CH:17]3[CH2:20][CH2:19][CH2:18]3)[C:15](=[O:16])[C:3]=12, predict the reactants needed to synthesize it. The reactants are: [NH2:1][C:2]1[C:11]2[CH:10]=[CH:9][CH:8]=[C:7](Br)[C:6]=2[N:5]=[C:4]2[CH2:13][N:14]([CH:17]3[CH2:20][CH2:19][CH2:18]3)[C:15](=[O:16])[C:3]=12.B(O)O.[CH3:24][O:25][C:26]1[CH:31]=[CH:30][C:29]([O:32][CH3:33])=[CH:28][C:27]=1B(O)O.